From a dataset of Full USPTO retrosynthesis dataset with 1.9M reactions from patents (1976-2016). Predict the reactants needed to synthesize the given product. Given the product [C@@H:33]1([NH:32][C:117]([C@@H:112]([NH:111][C:110]([N:87]2[CH2:88][C@H:89]([O:91][C:92]3[C:101]4[C:96](=[CH:97][C:98]([O:102][CH3:103])=[CH:99][CH:100]=4)[N:95]=[C:94]([C:104]4[CH:105]=[CH:106][CH:107]=[CH:108][CH:109]=4)[CH:93]=3)[CH2:90][C@H:86]2[C:84]([NH:83][C@:78]2([C:76]([OH:77])=[O:75])[CH2:80][C@H:79]2[CH:81]=[CH2:82])=[O:85])=[O:130])[CH:113]([CH3:115])[CH3:114])=[O:129])[C:41]2[C:36](=[CH:37][CH:38]=[CH:39][CH:40]=2)[CH2:35][CH2:34]1, predict the reactants needed to synthesize it. The reactants are: C(OC(N[C@@H](C(C)C)C(O)=O)=O)(C)(C)C.C(OC(NC(C(C)(C)C)C(O)=O)=O)(C)(C)C.[NH2:32][C@@H:33]1[C:41]2[C:36](=[CH:37][CH:38]=[CH:39][CH:40]=2)[CH2:35][CH2:34]1.C(OC(=O)NC(C(=O)NC1C2C(=CC=CC=2)CC1O)C(C)(C)C)(C)(C)C.ClNC(=O)[O-].C([O:75][C:76]([C:78]1([NH:83][C:84]([CH:86]2[CH2:90][CH:89]([O:91][C:92]3[C:101]4[C:96](=[CH:97][C:98]([O:102][CH3:103])=[CH:99][CH:100]=4)[N:95]=[C:94]([C:104]4[CH:109]=[CH:108][CH:107]=[CH:106][CH:105]=4)[CH:93]=3)[CH2:88][N:87]2[C:110](=[O:130])[NH:111][CH:112]([C:117](=[O:129])NC2C3C(=CC=CC=3)CC2O)[C:113](C)([CH3:115])[CH3:114])=[O:85])[CH2:80][CH:79]1[CH:81]=[CH2:82])=[O:77])C.